Dataset: Forward reaction prediction with 1.9M reactions from USPTO patents (1976-2016). Task: Predict the product of the given reaction. (1) The product is: [Cl:1][C:2]1[CH:7]=[CH:6][CH:5]=[C:4]([Cl:8])[C:3]=1[N:9]1[CH:19]=[C:12]2[CH:13]=[N+:14]([O-:18])[CH:15]=[C:16]([O:21][CH3:20])[C:11]2=[N:10]1. Given the reactants [Cl:1][C:2]1[CH:7]=[CH:6][CH:5]=[C:4]([Cl:8])[C:3]=1[N:9]1[CH:19]=[C:12]2[CH:13]=[N+:14]([O-:18])[CH:15]=[C:16](F)[C:11]2=[N:10]1.[CH3:20][O-:21].[K+], predict the reaction product. (2) Given the reactants [O:1]([CH2:8][C:9]1[N:10]=[C:11]([NH:14]C(=O)C)[S:12][CH:13]=1)[C:2]1[CH:7]=[CH:6][CH:5]=[CH:4][CH:3]=1.Cl, predict the reaction product. The product is: [O:1]([CH2:8][C:9]1[N:10]=[C:11]([NH2:14])[S:12][CH:13]=1)[C:2]1[CH:7]=[CH:6][CH:5]=[CH:4][CH:3]=1. (3) Given the reactants [Br:1][C:2]1[CH:10]=[CH:9][C:5]([C:6]([OH:8])=O)=[CH:4][C:3]=1[O:11][CH3:12].[CH3:13][N:14](C=O)C.[C:18](Cl)(=[O:22])[C:19](Cl)=O.Cl[CH2:25]Cl, predict the reaction product. The product is: [Br:1][C:2]1[CH:10]=[CH:9][C:5]([C:6]([NH:14][CH2:13][C:18]([OH:22])([CH3:19])[CH3:25])=[O:8])=[CH:4][C:3]=1[O:11][CH3:12]. (4) Given the reactants [H-].[Na+].[C:3]([CH:11]1[C:20](=[O:21])[C:19]2[C:14](=[CH:15][CH:16]=[CH:17][CH:18]=2)[NH:13][CH2:12]1)(=[O:10])[C:4]1[CH:9]=[CH:8][CH:7]=[CH:6][CH:5]=1.[CH3:22][C:23]1[CH:24]=[C:25]([CH:28]=[CH:29][CH:30]=1)[CH2:26]Br, predict the reaction product. The product is: [C:3]([C:11]1[C:20](=[O:21])[C:19]2[C:14](=[CH:15][CH:16]=[CH:17][CH:18]=2)[N:13]([CH2:22][C:23]2[CH:30]=[CH:29][CH:28]=[C:25]([CH3:26])[CH:24]=2)[CH:12]=1)(=[O:10])[C:4]1[CH:5]=[CH:6][CH:7]=[CH:8][CH:9]=1.